From a dataset of Full USPTO retrosynthesis dataset with 1.9M reactions from patents (1976-2016). Predict the reactants needed to synthesize the given product. (1) Given the product [ClH:34].[OH:1][C:2]1[CH:3]=[C:4]([CH:31]=[CH:32][CH:33]=1)[O:5][CH:6]1[CH2:7][N:8]([C:10]([CH3:29])([CH3:30])[CH2:11][CH2:12][C:13]([C:23]2[CH:24]=[CH:25][CH:26]=[CH:27][CH:28]=2)([C:17]2[CH:22]=[CH:21][CH:20]=[CH:19][CH:18]=2)[C:14]([NH2:16])=[O:15])[CH2:9]1, predict the reactants needed to synthesize it. The reactants are: [OH:1][C:2]1[CH:3]=[C:4]([CH:31]=[CH:32][CH:33]=1)[O:5][CH:6]1[CH2:9][N:8]([C:10]([CH3:30])([CH3:29])[CH2:11][CH2:12][C:13]([C:23]2[CH:28]=[CH:27][CH:26]=[CH:25][CH:24]=2)([C:17]2[CH:22]=[CH:21][CH:20]=[CH:19][CH:18]=2)[C:14]([NH2:16])=[O:15])[CH2:7]1.[ClH:34]. (2) Given the product [CH3:25][S:26]([C:29]1[CH:34]=[C:33]([C:2]2[CH:7]=[CH:6][C:5]([CH:8]([C:19]3[CH:24]=[CH:23][CH:22]=[CH:21][CH:20]=3)[CH2:9]/[C:10](/[C:13]3[CH:18]=[CH:17][N:16]=[CH:15][CH:14]=3)=[N:11]\[OH:12])=[CH:4][CH:3]=2)[CH:32]=[CH:31][CH:30]=1)(=[O:28])=[O:27], predict the reactants needed to synthesize it. The reactants are: Br[C:2]1[CH:7]=[CH:6][C:5]([CH:8]([C:19]2[CH:24]=[CH:23][CH:22]=[CH:21][CH:20]=2)[CH2:9]/[C:10](/[C:13]2[CH:18]=[CH:17][N:16]=[CH:15][CH:14]=2)=[N:11]\[OH:12])=[CH:4][CH:3]=1.[CH3:25][S:26]([C:29]1[CH:30]=[C:31](B(O)O)[CH:32]=[CH:33][CH:34]=1)(=[O:28])=[O:27].C(=O)([O-])[O-].[K+].[K+].O. (3) Given the product [Cl:1][C:2]1[CH:3]=[N:4][N:5]([CH3:16])[C:6]=1[C:7]1[CH:8]=[C:9]([C:13]([NH:17][C@H:18]([CH2:19][N:20]2[C:28](=[O:29])[C:27]3[C:22](=[CH:23][CH:24]=[CH:25][CH:26]=3)[C:21]2=[O:30])[CH2:31][C:32]2[CH:37]=[C:36]([F:38])[CH:35]=[CH:34][C:33]=2[F:39])=[O:15])[S:10][C:11]=1[CH3:12], predict the reactants needed to synthesize it. The reactants are: [Cl:1][C:2]1[CH:3]=[N:4][N:5]([CH3:16])[C:6]=1[C:7]1[CH:8]=[C:9]([C:13]([OH:15])=O)[S:10][C:11]=1[CH3:12].[NH2:17][C@@H:18]([CH2:31][C:32]1[CH:37]=[C:36]([F:38])[CH:35]=[CH:34][C:33]=1[F:39])[CH2:19][N:20]1[C:28](=[O:29])[C:27]2[C:22](=[CH:23][CH:24]=[CH:25][CH:26]=2)[C:21]1=[O:30].FC1C=CC=C(F)C=1C[C@@H](C(O)=O)N.C1CN([P+](Br)(N2CCCC2)N2CCCC2)CC1.F[P-](F)(F)(F)(F)F.CCN(C(C)C)C(C)C. (4) Given the product [CH2:1]([C:8]1[O:12][N:11]=[C:10]([C:13]([NH:47][C@H:48]2[CH2:54][S:53][C:52]3[CH:55]=[CH:56][CH:57]=[CH:58][C:51]=3[N:50]([CH3:59])[C:49]2=[O:60])=[O:15])[CH:9]=1)[C:2]1[CH:3]=[CH:4][CH:5]=[CH:6][CH:7]=1, predict the reactants needed to synthesize it. The reactants are: [CH2:1]([C:8]1[O:12][N:11]=[C:10]([C:13]([OH:15])=O)[CH:9]=1)[C:2]1[CH:7]=[CH:6][CH:5]=[CH:4][CH:3]=1.Cl.C(N=C=NCCCN(C)C)C.O.N1(O)C2C=CC=CC=2N=N1.CN1CCOCC1.Cl.[NH2:47][C@H:48]1[CH2:54][S:53][C:52]2[CH:55]=[CH:56][CH:57]=[CH:58][C:51]=2[N:50]([CH3:59])[C:49]1=[O:60]. (5) Given the product [Si:45]([O:1][C@H:2]1[CH2:3][CH2:4][C@H:5]([N:8]2[C:13](=[O:14])[C:12]([CH2:15][C:16]3[CH:21]=[CH:20][C:19]([C:22]4[C:23]([C:28]#[N:29])=[CH:24][CH:25]=[CH:26][CH:27]=4)=[CH:18][CH:17]=3)=[C:11]([CH2:30][CH2:31][CH3:32])[N:10]3[N:33]=[CH:34][CH:35]=[C:9]23)[CH2:6][CH2:7]1)([C:41]([CH3:44])([CH3:43])[CH3:42])([CH3:47])[CH3:46], predict the reactants needed to synthesize it. The reactants are: [OH:1][C@H:2]1[CH2:7][CH2:6][C@H:5]([N:8]2[C:13](=[O:14])[C:12]([CH2:15][C:16]3[CH:21]=[CH:20][C:19]([C:22]4[C:23]([C:28]#[N:29])=[CH:24][CH:25]=[CH:26][CH:27]=4)=[CH:18][CH:17]=3)=[C:11]([CH2:30][CH2:31][CH3:32])[N:10]3[N:33]=[CH:34][CH:35]=[C:9]23)[CH2:4][CH2:3]1.N1C=CN=C1.[C:41]([Si:45](Cl)([CH3:47])[CH3:46])([CH3:44])([CH3:43])[CH3:42].C(=O)([O-])O.[Na+].